From a dataset of NCI-60 drug combinations with 297,098 pairs across 59 cell lines. Regression. Given two drug SMILES strings and cell line genomic features, predict the synergy score measuring deviation from expected non-interaction effect. (1) Drug 2: N.N.Cl[Pt+2]Cl. Cell line: TK-10. Synergy scores: CSS=23.8, Synergy_ZIP=-6.95, Synergy_Bliss=-0.514, Synergy_Loewe=-6.87, Synergy_HSA=1.10. Drug 1: C1=NC2=C(N=C(N=C2N1C3C(C(C(O3)CO)O)F)Cl)N. (2) Drug 1: C1=CN(C=N1)CC(O)(P(=O)(O)O)P(=O)(O)O. Drug 2: CC1C(C(CC(O1)OC2CC(CC3=C2C(=C4C(=C3O)C(=O)C5=CC=CC=C5C4=O)O)(C(=O)C)O)N)O. Cell line: NCI-H522. Synergy scores: CSS=46.0, Synergy_ZIP=5.25, Synergy_Bliss=9.23, Synergy_Loewe=-34.5, Synergy_HSA=7.95. (3) Drug 1: CC(C1=C(C=CC(=C1Cl)F)Cl)OC2=C(N=CC(=C2)C3=CN(N=C3)C4CCNCC4)N. Drug 2: C1=CC(=CC=C1CCCC(=O)O)N(CCCl)CCCl. Cell line: SK-MEL-28. Synergy scores: CSS=6.80, Synergy_ZIP=-4.16, Synergy_Bliss=-3.95, Synergy_Loewe=-7.61, Synergy_HSA=-7.46. (4) Drug 1: C1CC(C1)(C(=O)O)C(=O)O.[NH2-].[NH2-].[Pt+2]. Synergy scores: CSS=11.2, Synergy_ZIP=-5.54, Synergy_Bliss=2.11, Synergy_Loewe=-1.85, Synergy_HSA=1.24. Cell line: A549. Drug 2: CS(=O)(=O)CCNCC1=CC=C(O1)C2=CC3=C(C=C2)N=CN=C3NC4=CC(=C(C=C4)OCC5=CC(=CC=C5)F)Cl. (5) Drug 1: C1CCN(CC1)CCOC2=CC=C(C=C2)C(=O)C3=C(SC4=C3C=CC(=C4)O)C5=CC=C(C=C5)O. Drug 2: COC1=C2C(=CC3=C1OC=C3)C=CC(=O)O2. Cell line: HT29. Synergy scores: CSS=-2.96, Synergy_ZIP=3.74, Synergy_Bliss=5.37, Synergy_Loewe=-1.05, Synergy_HSA=-2.25.